Predict the reactants needed to synthesize the given product. From a dataset of Full USPTO retrosynthesis dataset with 1.9M reactions from patents (1976-2016). (1) Given the product [CH2:13]([O:16][N:17]=[CH:18]/[C:19](/[CH3:29])=[CH:20]/[C@@H:21]1[C@@H:23]([C:24]([O:1][CH2:2][N:3]2[C:7](=[O:8])[CH2:6][N:5]([CH2:9][C:10]#[CH:11])[C:4]2=[O:12])=[O:25])[C:22]1([CH3:28])[CH3:27])[CH:14]=[CH2:15], predict the reactants needed to synthesize it. The reactants are: [OH:1][CH2:2][N:3]1[C:7](=[O:8])[CH2:6][N:5]([CH2:9][C:10]#[CH:11])[C:4]1=[O:12].[CH2:13]([O:16][N:17]=[CH:18]/[C:19](/[CH3:29])=[CH:20]/[C@@H:21]1[C@@H:23]([C:24](O)=[O:25])[C:22]1([CH3:28])[CH3:27])[CH:14]=[CH2:15].C(Cl)(Cl)Cl.Cl.C(N=C=NCCCN(C)C)C. (2) Given the product [C:10]([O:9][C:8]([NH:7][C@H:3]([CH2:4][N:5]([CH3:6])[C:21]([O:23][CH2:24][CH2:25][Si:26]([CH3:27])([CH3:28])[CH3:29])=[O:30])[CH2:2][OH:1])=[O:14])([CH3:13])([CH3:12])[CH3:11], predict the reactants needed to synthesize it. The reactants are: [OH:1][CH2:2][C@H:3]([NH:7][C:8](=[O:14])[O:9][C:10]([CH3:13])([CH3:12])[CH3:11])[CH2:4][NH:5][CH3:6].C([O-])([O-])=O.[K+].[K+].[C:21]([O:30]N1C(=O)CCC1=O)([O:23][CH2:24][CH2:25][Si:26]([CH3:29])([CH3:28])[CH3:27])=O.